This data is from Reaction yield outcomes from USPTO patents with 853,638 reactions. The task is: Predict the reaction yield, written as a fraction of the theoretical maximum amount of product (1.0 means a 100% yield; for example, 0.34 means a 34% yield). The reactants are [I:1][C:2]1[CH:7]=[CH:6][N:5]=[C:4]([O:8][CH3:9])[C:3]=1[CH2:10][OH:11].[CH2:12](Cl)[O:13][CH3:14].C(N(C(C)C)C(C)C)C. The catalyst is C(Cl)Cl. The product is [I:1][C:2]1[CH:7]=[CH:6][N:5]=[C:4]([O:8][CH3:9])[C:3]=1[CH2:10][O:11][CH2:12][O:13][CH3:14]. The yield is 1.00.